From a dataset of Catalyst prediction with 721,799 reactions and 888 catalyst types from USPTO. Predict which catalyst facilitates the given reaction. (1) Product: [Cl:8][C:9]1[CH:14]=[C:13]([N:4]2[CH2:5][CH2:6][C:2]([F:7])([F:1])[CH2:3]2)[N:12]=[CH:11][N:10]=1. Reactant: [F:1][C:2]1([F:7])[CH2:6][CH2:5][NH:4][CH2:3]1.[Cl:8][C:9]1[CH:14]=[C:13](Cl)[N:12]=[CH:11][N:10]=1.CCN(C(C)C)C(C)C. The catalyst class is: 12. (2) Reactant: [Cl:1][C:2]1[S:6][C:5]([S:7]([NH:10][C@H:11]([CH2:15][CH:16]2[CH2:18][CH2:17]2)[C:12]([NH2:14])=[O:13])(=[O:9])=[O:8])=[CH:4][CH:3]=1.[Br:19][C:20]1[CH:27]=[CH:26][C:23]([CH2:24]Br)=[CH:22][CH:21]=1.C([O-])([O-])=O.[Cs+].[Cs+]. Product: [Br:19][C:20]1[CH:27]=[CH:26][C:23]([CH2:24][N:10]([C@H:11]([CH2:15][CH:16]2[CH2:17][CH2:18]2)[C:12]([NH2:14])=[O:13])[S:7]([C:5]2[S:6][C:2]([Cl:1])=[CH:3][CH:4]=2)(=[O:8])=[O:9])=[CH:22][CH:21]=1. The catalyst class is: 3. (3) Reactant: Br[CH2:2][C@@H:3]([CH3:6])[CH2:4][OH:5].C([O-])([O-])=O.[K+].[K+].[CH3:13][C:14]1([CH3:28])[C:18]([CH3:20])([CH3:19])[O:17][B:16]([C:21]2[CH:26]=[CH:25][C:24]([OH:27])=[CH:23][CH:22]=2)[O:15]1. Product: [CH3:6][C@H:3]([CH2:2][O:27][C:24]1[CH:23]=[CH:22][C:21]([B:16]2[O:17][C:18]([CH3:20])([CH3:19])[C:14]([CH3:28])([CH3:13])[O:15]2)=[CH:26][CH:25]=1)[CH2:4][OH:5]. The catalyst class is: 23.